From a dataset of Full USPTO retrosynthesis dataset with 1.9M reactions from patents (1976-2016). Predict the reactants needed to synthesize the given product. (1) Given the product [N:15]1[C:16]2[C:11](=[CH:10][C:9]([C@@H:7]3[CH2:8][C@H:6]3[C:4]([OH:5])=[O:3])=[CH:18][CH:17]=2)[CH:12]=[CH:13][CH:14]=1, predict the reactants needed to synthesize it. The reactants are: C([O:3][C:4]([C@@H:6]1[CH2:8][C@H:7]1[C:9]1[CH:10]=[C:11]2[C:16](=[CH:17][CH:18]=1)[N:15]=[CH:14][CH:13]=[CH:12]2)=[O:5])C.[OH-].[Li+]. (2) Given the product [CH3:28][C:5]1([CH2:4][C:3]([NH:31][CH3:30])=[O:29])[C:13]2[C:8](=[CH:9][CH:10]=[CH:11][CH:12]=2)[N:7]([CH:14]2[CH2:19][CH2:18][N:17]([C:20]([O:22][C:23]([CH3:25])([CH3:24])[CH3:26])=[O:21])[CH2:16][CH2:15]2)[C:6]1=[O:27], predict the reactants needed to synthesize it. The reactants are: CO[C:3](=[O:29])[CH2:4][C:5]1([CH3:28])[C:13]2[C:8](=[CH:9][CH:10]=[CH:11][CH:12]=2)[N:7]([CH:14]2[CH2:19][CH2:18][N:17]([C:20]([O:22][C:23]([CH3:26])([CH3:25])[CH3:24])=[O:21])[CH2:16][CH2:15]2)[C:6]1=[O:27].[CH3:30][NH2:31]. (3) Given the product [ClH:27].[CH2:1]([O:5][C:6]([N:8]1[CH2:9][CH2:10][N:11]([C:14](=[O:26])[CH:15]([NH2:18])[CH2:16][OH:17])[CH2:12][CH2:13]1)=[O:7])[CH2:2][CH2:3][CH3:4], predict the reactants needed to synthesize it. The reactants are: [CH2:1]([O:5][C:6]([N:8]1[CH2:13][CH2:12][N:11]([C:14](=[O:26])[C@@H:15]([NH:18]C(OC(C)(C)C)=O)[CH2:16][OH:17])[CH2:10][CH2:9]1)=[O:7])[CH2:2][CH2:3][CH3:4].[ClH:27].